This data is from Catalyst prediction with 721,799 reactions and 888 catalyst types from USPTO. The task is: Predict which catalyst facilitates the given reaction. Reactant: [OH:1][C@H:2]([C:9]1[N:10]=[C:11]([C:14](=[O:16])[CH3:15])[NH:12][CH:13]=1)[C@H:3]([OH:8])[C@H:4]([OH:7])[CH2:5][OH:6].[C:17]1(C)[CH:22]=CC(S(O)(=O)=O)=C[CH:18]=1.CO[C:30](OC)([CH3:32])[CH3:31]. Product: [CH3:18][C:17]1([CH3:22])[O:8][C@H:3]([C@H:4]2[CH2:5][O:6][C:30]([CH3:32])([CH3:31])[O:7]2)[C@@H:2]([C:9]2[N:10]=[C:11]([C:14](=[O:16])[CH3:15])[NH:12][CH:13]=2)[O:1]1. The catalyst class is: 576.